From a dataset of Catalyst prediction with 721,799 reactions and 888 catalyst types from USPTO. Predict which catalyst facilitates the given reaction. (1) Reactant: [C:1]([O:5][C:6](=[O:29])[NH:7][C:8]([CH3:28])([CH2:25][CH2:26][CH3:27])[CH2:9][NH:10][C:11]([C:13]1[C:14]([CH3:24])=[N:15][N:16]2[C:21]([OH:22])=[CH:20][C:19]([CH3:23])=[CH:18][C:17]=12)=[O:12])([CH3:4])([CH3:3])[CH3:2].C(=O)([O-])[O-].[Cs+].[Cs+].Br[CH2:37][CH2:38][CH:39]([C:44]([F:47])([F:46])[F:45])[C:40]([F:43])([F:42])[F:41]. Product: [C:1]([O:5][C:6](=[O:29])[NH:7][C:8]([CH3:28])([CH2:25][CH2:26][CH3:27])[CH2:9][NH:10][C:11]([C:13]1[C:14]([CH3:24])=[N:15][N:16]2[C:21]([O:22][CH2:37][CH2:38][CH:39]([C:40]([F:41])([F:42])[F:43])[C:44]([F:45])([F:47])[F:46])=[CH:20][C:19]([CH3:23])=[CH:18][C:17]=12)=[O:12])([CH3:4])([CH3:3])[CH3:2]. The catalyst class is: 3. (2) Reactant: [C:1]([C:3]1[CH:8]=[CH:7][N:6]=[C:5]([O:9][C@H:10]2[CH2:15][N:14](C(OCC3C=CC=CC=3)=O)[C@H:13]([CH3:26])[CH2:12][CH2:11]2)[C:4]=1[CH3:27])#[N:2]. Product: [CH3:27][C:4]1[C:5]([O:9][C@@H:10]2[CH2:11][CH2:12][C@@H:13]([CH3:26])[NH:14][CH2:15]2)=[N:6][CH:7]=[CH:8][C:3]=1[C:1]#[N:2]. The catalyst class is: 50.